This data is from Full USPTO retrosynthesis dataset with 1.9M reactions from patents (1976-2016). The task is: Predict the reactants needed to synthesize the given product. (1) Given the product [CH3:33][O:32][C:29]1[CH:28]=[CH:27][C:26]([C:25]([N:23]([CH3:24])[C:19]2[CH:18]=[C:17]([CH:22]=[CH:21][CH:20]=2)[CH2:16][NH:15][C:10]2[C:9]3[C:14](=[C:5]([C:3]([NH2:35])=[O:2])[CH:6]=[CH:7][CH:8]=3)[N:13]=[CH:12][N:11]=2)=[O:34])=[CH:31][CH:30]=1, predict the reactants needed to synthesize it. The reactants are: C[O:2][C:3]([C:5]1[CH:6]=[CH:7][CH:8]=[C:9]2[C:14]=1[N:13]=[CH:12][N:11]=[C:10]2[NH:15][CH2:16][C:17]1[CH:22]=[CH:21][CH:20]=[C:19]([N:23]([C:25](=[O:34])[C:26]2[CH:31]=[CH:30][C:29]([O:32][CH3:33])=[CH:28][CH:27]=2)[CH3:24])[CH:18]=1)=O.[NH3:35]. (2) The reactants are: C([N:8]1[C:17]2[C:12](=[CH:13][C:14]([C:18]([F:21])([F:20])[F:19])=[CH:15][CH:16]=2)[NH:11][CH2:10][C@@H:9]1[CH2:22][CH3:23])C1C=CC=CC=1. Given the product [CH2:22]([C@H:9]1[CH2:10][NH:11][C:12]2[C:17](=[CH:16][CH:15]=[C:14]([C:18]([F:21])([F:20])[F:19])[CH:13]=2)[NH:8]1)[CH3:23], predict the reactants needed to synthesize it. (3) The reactants are: C(N(CC)CC)C.[C:8](OC(=O)C)(=[O:10])[CH3:9].[C:15]([O:19][C:20]([N:22]1[CH:27]([C@@H:28]([OH:40])[C@@H:29]([NH2:39])[CH2:30][C:31]2[CH:36]=[C:35]([F:37])[CH:34]=[C:33]([F:38])[CH:32]=2)[CH2:26][O:25][C@@H:24]([O:41][CH2:42][CH3:43])[CH2:23]1)=[O:21])([CH3:18])([CH3:17])[CH3:16]. Given the product [C:15]([O:19][C:20]([N:22]1[CH:27]([C@@H:28]([OH:40])[C@@H:29]([NH:39][C:8](=[O:10])[CH3:9])[CH2:30][C:31]2[CH:32]=[C:33]([F:38])[CH:34]=[C:35]([F:37])[CH:36]=2)[CH2:26][O:25][C@@H:24]([O:41][CH2:42][CH3:43])[CH2:23]1)=[O:21])([CH3:17])([CH3:18])[CH3:16], predict the reactants needed to synthesize it. (4) Given the product [CH2:1]([N:4]1[C:9]2[CH:10]=[C:11]([C:25](=[O:26])[CH2:24][C:17]3[CH:18]=[CH:19][C:20]([O:22][CH3:23])=[CH:21][C:16]=3[Cl:15])[CH:12]=[CH:13][C:8]=2[O:7][CH2:6][C:5]1=[O:14])[CH:2]=[CH2:3], predict the reactants needed to synthesize it. The reactants are: [CH2:1]([N:4]1[C:9]2[CH:10]=[CH:11][CH:12]=[CH:13][C:8]=2[O:7][CH2:6][C:5]1=[O:14])[CH:2]=[CH2:3].[Cl:15][C:16]1[CH:21]=[C:20]([O:22][CH3:23])[CH:19]=[CH:18][C:17]=1[CH2:24][C:25](Cl)=[O:26].[Al+3].[Cl-].[Cl-].[Cl-].